Dataset: Catalyst prediction with 721,799 reactions and 888 catalyst types from USPTO. Task: Predict which catalyst facilitates the given reaction. (1) Reactant: [NH:1]1[C:9]2[C:4](=[CH:5][C:6]([C:10]3[C:18]4[C:13](=[N:14][CH:15]=[N:16][C:17]=4[NH2:19])[N:12]([CH3:20])[N:11]=3)=[CH:7][CH:8]=2)[CH2:3][CH2:2]1.[F:21][C:22]1[C:27]([F:28])=[CH:26][C:25]([F:29])=[CH:24][C:23]=1[CH2:30][C:31](O)=[O:32].CN(C(ON1N=NC2C=CC=NC1=2)=[N+](C)C)C.F[P-](F)(F)(F)(F)F.CCN(C(C)C)C(C)C. Product: [CH3:20][N:12]1[C:13]2=[N:14][CH:15]=[N:16][C:17]([NH2:19])=[C:18]2[C:10]([C:6]2[CH:5]=[C:4]3[C:9](=[CH:8][CH:7]=2)[N:1]([C:31](=[O:32])[CH2:30][C:23]2[CH:24]=[C:25]([F:29])[CH:26]=[C:27]([F:28])[C:22]=2[F:21])[CH2:2][CH2:3]3)=[N:11]1. The catalyst class is: 6. (2) Reactant: [CH3:1][S:2][C:3]1[CH:9]=[CH:8][CH:7]=[CH:6][C:4]=1[NH2:5].[CH3:10][C:11]1([CH3:22])[O:16][C:15](=[O:17])[C:14](=[CH:18]OC)[C:13](=[O:21])[O:12]1. Product: [CH3:10][C:11]1([CH3:22])[O:12][C:13](=[O:21])[C:14](=[CH:18][NH:5][C:4]2[CH:6]=[CH:7][CH:8]=[CH:9][C:3]=2[S:2][CH3:1])[C:15](=[O:17])[O:16]1. The catalyst class is: 10. (3) Reactant: [O:1]1[CH2:3][C@@H:2]1[CH2:4][N:5]1[C:13](=[O:14])[C:12]2[C:7](=[CH:8][CH:9]=[CH:10][CH:11]=2)[C:6]1=[O:15].[N:16]([C:19]1[CH:24]=[CH:23][C:22]([N:25]2[CH2:30][CH2:29][O:28][CH2:27][C:26]2=[O:31])=[CH:21][CH:20]=1)=[C:17]=[O:18].[Br-].[Mg+2].[Br-]. Product: [O:18]=[C:17]1[N:16]([C:19]2[CH:24]=[CH:23][C:22]([N:25]3[CH2:30][CH2:29][O:28][CH2:27][C:26]3=[O:31])=[CH:21][CH:20]=2)[CH2:3][C@H:2]([CH2:4][N:5]2[C:13](=[O:14])[C:12]3[C:7](=[CH:8][CH:9]=[CH:10][CH:11]=3)[C:6]2=[O:15])[O:1]1. The catalyst class is: 12.